This data is from Forward reaction prediction with 1.9M reactions from USPTO patents (1976-2016). The task is: Predict the product of the given reaction. (1) Given the reactants [CH3:1][N:2]([CH2:4][C:5]1[CH:10]=[CH:9][C:8]([CH2:11][C:12]#[N:13])=[CH:7][CH:6]=1)[CH3:3], predict the reaction product. The product is: [CH3:1][N:2]([CH2:4][C:5]1[CH:10]=[CH:9][C:8]([CH2:11][CH2:12][NH2:13])=[CH:7][CH:6]=1)[CH3:3]. (2) Given the reactants [Cl:1][C:2]1[C:3]([C:17]([OH:19])=O)=[N:4][O:5][C:6]=1[C:7]1[CH:12]=[CH:11][C:10]([C:13]([F:16])([F:15])[F:14])=[CH:9][CH:8]=1.C(Cl)(=O)C([Cl:23])=O.ClCCl, predict the reaction product. The product is: [Cl:1][C:2]1[C:3]([C:17]([Cl:23])=[O:19])=[N:4][O:5][C:6]=1[C:7]1[CH:12]=[CH:11][C:10]([C:13]([F:16])([F:15])[F:14])=[CH:9][CH:8]=1. (3) Given the reactants [F:1][C:2]1[C:11]2[O:10][CH2:9][CH:8]([NH:12][CH2:13][CH2:14][C:15]3[C:19]4[CH:20]=[CH:21][CH:22]=[C:23]([O:24][CH3:25])[C:18]=4[O:17][CH:16]=3)[CH2:7][C:6]=2[C:5]([C:26]([NH2:28])=[O:27])=[CH:4][CH:3]=1.[C:29](O)(=O)[CH3:30].C(=O)C.C([BH3-])#N.[Na+], predict the reaction product. The product is: [CH2:29]([N:12]([CH2:13][CH2:14][C:15]1[C:19]2[CH:20]=[CH:21][CH:22]=[C:23]([O:24][CH3:25])[C:18]=2[O:17][CH:16]=1)[CH:8]1[CH2:7][C:6]2[C:5]([C:26]([NH2:28])=[O:27])=[CH:4][CH:3]=[C:2]([F:1])[C:11]=2[O:10][CH2:9]1)[CH3:30]. (4) The product is: [CH2:1]([NH:8][C:9]1[C:18]2[CH2:17][O:56][CH2:15][CH2:14][C:13]=2[N:12]=[C:11]([Cl:19])[N:10]=1)[C:2]1[CH:7]=[CH:6][CH:5]=[CH:4][CH:3]=1. Given the reactants [CH2:1]([NH:8][C:9]1[C:18]2[CH2:17]C[CH2:15][CH2:14][C:13]=2[N:12]=[C:11]([Cl:19])[N:10]=1)[C:2]1[CH:7]=[CH:6][CH:5]=[CH:4][CH:3]=1.C([N-]C(C)C)(C)C.[Li+].C(NC1C2C[O:56]CCC=2N=C(N2C3C=CC=C(C#N)C=3C=C2C)N=1)C1C=CC=CC=1, predict the reaction product. (5) Given the reactants [Cl:1][C:2]1[CH:7]=[C:6]([NH:8][C:9]2[N:14]=[CH:13][N:12]=[C:11](NC(C3CC3)=O)[CH:10]=2)[C:5](=[O:21])[N:4]2[C:22]([C:27]3[CH:32]=[CH:31][CH:30]=C(F)C=3)([CH3:26])[NH:23][C:24](=O)[C:3]=12.C(N(CC)CC)C.Cl.[CH3:42][O:43][NH2:44], predict the reaction product. The product is: [Cl:1][C:2]1[CH:7]=[C:6]([NH:8][C:9]2[CH:10]=[CH:11][N:12]=[CH:13][N:14]=2)[C:5](=[O:21])[N:4]2[C:22]3([CH2:26][CH2:30][CH2:31][CH2:32][CH2:27]3)[NH:23][C:24](=[N:44][O:43][CH3:42])[C:3]=12. (6) Given the reactants [NH3:1].CS(O[C@H:7]1[CH2:10][N:9]([CH:11]([C:18]2[CH:23]=[CH:22][CH:21]=[CH:20][CH:19]=2)[C:12]2[CH:17]=[CH:16][CH:15]=[CH:14][CH:13]=2)[C@H:8]1[CH2:24][CH3:25])(=O)=O, predict the reaction product. The product is: [C:12]1([CH:11]([C:18]2[CH:23]=[CH:22][CH:21]=[CH:20][CH:19]=2)[N:9]2[CH2:10][C@H:7]([NH2:1])[C@@H:8]2[CH2:24][CH3:25])[CH:17]=[CH:16][CH:15]=[CH:14][CH:13]=1.